From a dataset of Catalyst prediction with 721,799 reactions and 888 catalyst types from USPTO. Predict which catalyst facilitates the given reaction. (1) Reactant: [C:1]([O:5][C:6]([NH:8][C@H:9]([C:21](=O)[NH2:22])[CH2:10][C:11]([O:13][CH2:14][C:15]1[CH:20]=[CH:19][CH:18]=[CH:17][CH:16]=1)=[O:12])=[O:7])([CH3:4])([CH3:3])[CH3:2].N1C=CC=CC=1.FC(F)(F)C(OC(=O)C(F)(F)F)=O. Product: [C:1]([O:5][C:6]([NH:8][C@H:9]([C:21]#[N:22])[CH2:10][C:11]([O:13][CH2:14][C:15]1[CH:16]=[CH:17][CH:18]=[CH:19][CH:20]=1)=[O:12])=[O:7])([CH3:4])([CH3:2])[CH3:3]. The catalyst class is: 12. (2) Reactant: [C:1]([CH:3]1[CH2:8][CH:7]([C:9]([O:11][CH2:12][CH3:13])=[O:10])[CH2:6][CH2:5][N:4]1[C:14]([O:16][CH2:17][C:18]1[CH:23]=[CH:22][CH:21]=[CH:20][CH:19]=1)=[O:15])#[N:2].[N-:24]=[N+:25]=[N-:26].[Na+].Cl.C(N(CC)CC)C. Product: [NH:24]1[C:1]([CH:3]2[CH2:8][CH:7]([C:9]([O:11][CH2:12][CH3:13])=[O:10])[CH2:6][CH2:5][N:4]2[C:14]([O:16][CH2:17][C:18]2[CH:19]=[CH:20][CH:21]=[CH:22][CH:23]=2)=[O:15])=[N:2][N:26]=[N:25]1. The catalyst class is: 11. (3) Reactant: [C:1]([OH:9])(=[O:8])[C:2]1[CH:7]=[CH:6][CH:5]=[CH:4][CH:3]=1.[CH3:10][C:11]1[N:16]=[C:15]2[N:17]=[C:18]([N:20]3[CH:26]4[CH2:27][CH2:28][N:23]([CH2:24][CH2:25]4)[CH2:22][CH2:21]3)[O:19][C:14]2=[CH:13][CH:12]=1.CC1N=C2N=C(SC)OC2=CC=1. Product: [C:1]([OH:9])(=[O:8])[C:2]1[CH:7]=[CH:6][CH:5]=[CH:4][CH:3]=1.[CH3:10][C:11]1[N:16]=[C:15]2[N:17]=[C:18]([N:20]3[CH:26]4[CH2:25][CH2:24][N:23]([CH2:28][CH2:27]4)[CH2:22][CH2:21]3)[O:19][C:14]2=[CH:13][CH:12]=1. The catalyst class is: 8.